This data is from Peptide-MHC class I binding affinity with 185,985 pairs from IEDB/IMGT. The task is: Regression. Given a peptide amino acid sequence and an MHC pseudo amino acid sequence, predict their binding affinity value. This is MHC class I binding data. (1) The MHC is HLA-B58:01 with pseudo-sequence HLA-B58:01. The peptide sequence is MSNEGSYFF. The binding affinity (normalized) is 0.898. (2) The peptide sequence is ETRSFTTHF. The MHC is HLA-B15:17 with pseudo-sequence HLA-B15:17. The binding affinity (normalized) is 0.0847. (3) The peptide sequence is WENGFKVVL. The MHC is HLA-A02:03 with pseudo-sequence HLA-A02:03. The binding affinity (normalized) is 0.0847.